From a dataset of Forward reaction prediction with 1.9M reactions from USPTO patents (1976-2016). Predict the product of the given reaction. (1) Given the reactants [CH3:1][C:2]1[N:6]=[C:5]([CH3:7])[S:4][C:3]=1/[CH:8]=[CH:9]/[C:10](N(C)C)=O.[CH3:15][O:16][C:17]1[CH:22]=[CH:21][C:20]([CH2:23][C:24]([NH:26][C:27]([NH2:29])=[NH:28])=[O:25])=[CH:19][CH:18]=1, predict the reaction product. The product is: [CH3:7][C:5]1[S:4][C:3]([C:8]2[CH:9]=[CH:10][N:29]=[C:27]([NH:26][C:24](=[O:25])[CH2:23][C:20]3[CH:21]=[CH:22][C:17]([O:16][CH3:15])=[CH:18][CH:19]=3)[N:28]=2)=[C:2]([CH3:1])[N:6]=1. (2) Given the reactants C(N(CC)CC)C.[C:8]([Si:12](Cl)([CH3:14])[CH3:13])([CH3:11])([CH3:10])[CH3:9].[Cl:16][C:17]1[C:18](=[O:32])[NH:19][C:20](=[O:31])[C:21]=1[C:22]1[CH:27]=[CH:26][CH:25]=[C:24]([N+:28]([O-:30])=[O:29])[CH:23]=1, predict the reaction product. The product is: [Si:12]([N:19]1[C:20](=[O:31])[C:21]([C:22]2[CH:27]=[CH:26][CH:25]=[C:24]([N+:28]([O-:30])=[O:29])[CH:23]=2)=[C:17]([Cl:16])[C:18]1=[O:32])([C:8]([CH3:11])([CH3:10])[CH3:9])([CH3:14])[CH3:13]. (3) The product is: [C:16]1([CH2:15][CH2:14][CH2:13][CH2:12][CH2:11][CH2:10][CH:9]([C:22]2[N:23]=[N:24][N:25]([C:27]3[CH:32]=[CH:31][CH:30]=[CH:29][N:28]=3)[N:26]=2)[OH:8])[CH:21]=[CH:20][CH:19]=[CH:18][CH:17]=1. Given the reactants [Si]([O:8][CH:9]([C:22]1[N:23]=[N:24][N:25]([C:27]2[CH:32]=[CH:31][CH:30]=[CH:29][N:28]=2)[N:26]=1)[CH2:10][CH2:11][CH2:12][CH2:13][CH2:14][CH2:15][C:16]1[CH:21]=[CH:20][CH:19]=[CH:18][CH:17]=1)(C(C)(C)C)(C)C.[N+](CCCC)(CCCC)(CCCC)CCCC.[F-], predict the reaction product. (4) Given the reactants C(N(CC)CC)C.[CH3:8][O:9][NH:10][CH2:11][CH2:12][CH2:13][CH2:14][N:15]1[C:27]2[C:26]3[CH:25]=[CH:24][CH:23]=[CH:22][C:21]=3[N:20]=[CH:19][C:18]=2[N:17]=[C:16]1[CH2:28][CH2:29][CH3:30].[C:31](OC(=O)C)(=[O:33])[CH3:32], predict the reaction product. The product is: [CH3:8][O:9][N:10]([CH2:11][CH2:12][CH2:13][CH2:14][N:15]1[C:27]2[C:26]3[CH:25]=[CH:24][CH:23]=[CH:22][C:21]=3[N:20]=[CH:19][C:18]=2[N:17]=[C:16]1[CH2:28][CH2:29][CH3:30])[C:31](=[O:33])[CH3:32]. (5) Given the reactants [H-].[Na+].[NH:3]1[CH2:8][CH2:7][CH2:6][CH2:5][C:4]1=[O:9].Cl.Cl.Cl[CH2:13][C:14]1[CH:19]=[CH:18][C:17]([C:20]2[C:21]([N:26]3[CH2:31][CH2:30][N:29]([CH2:32][C:33]4[CH:34]=[N:35][N:36]([CH3:39])[C:37]=4[CH3:38])[CH2:28][CH2:27]3)=[N:22][CH:23]=[CH:24][N:25]=2)=[CH:16][CH:15]=1, predict the reaction product. The product is: [CH3:39][N:36]1[C:37]([CH3:38])=[C:33]([CH2:32][N:29]2[CH2:28][CH2:27][N:26]([C:21]3[C:20]([C:17]4[CH:16]=[CH:15][C:14]([CH2:13][N:3]5[CH2:8][CH2:7][CH2:6][CH2:5][C:4]5=[O:9])=[CH:19][CH:18]=4)=[N:25][CH:24]=[CH:23][N:22]=3)[CH2:31][CH2:30]2)[CH:34]=[N:35]1. (6) Given the reactants [NH:1]1[C:9]2[C:4](=[CH:5][CH:6]=[CH:7][C:8]=2[C:10]([OH:12])=O)[CH:3]=[CH:2]1.CC[N:15]=C=NCCCN(C)C.C1C=CC2N(O)N=NC=2C=1, predict the reaction product. The product is: [NH:1]1[C:9]2[C:4](=[CH:5][CH:6]=[CH:7][C:8]=2[C:10]([NH2:15])=[O:12])[CH:3]=[CH:2]1. (7) Given the reactants [Cl:1][C:2]1[CH:7]=[CH:6][C:5]([C:8]2[N:12]([CH:13]([CH:16]3[CH2:20][CH2:19][CH2:18][CH2:17]3)[CH2:14][OH:15])[C:11]3[CH:21]=[C:22]([F:26])[C:23]([F:25])=[CH:24][C:10]=3[N:9]=2)=[CH:4][CH:3]=1.[CH3:27][C:28]1[CH:29]=[C:30]([CH:33]=[C:34]([CH3:37])[C:35]=1O)[C:31]#[N:32], predict the reaction product. The product is: [Cl:1][C:2]1[CH:7]=[CH:6][C:5]([C:8]2[N:12]([CH:13]([CH:16]3[CH2:17][CH2:18][CH2:19][CH2:20]3)[CH2:14][O:15][C:35]3[C:34]([CH3:37])=[CH:33][C:30]([C:31]#[N:32])=[CH:29][C:28]=3[CH3:27])[C:11]3[CH:21]=[C:22]([F:26])[C:23]([F:25])=[CH:24][C:10]=3[N:9]=2)=[CH:4][CH:3]=1.